From a dataset of Forward reaction prediction with 1.9M reactions from USPTO patents (1976-2016). Predict the product of the given reaction. (1) Given the reactants N#N.[NH:3]1[C:7]2[CH:8]=[CH:9][CH:10]=[CH:11][C:6]=2[N:5]=[C:4]1[C@H:12]([NH:22][C:23](=[O:38])[NH:24][C@@H:25]1[CH2:30][CH2:29][CH2:28][N:27](C(OC(C)(C)C)=O)[CH2:26]1)[CH2:13][C:14]1[CH:19]=[CH:18][C:17]([O:20][CH3:21])=[CH:16][CH:15]=1.FC(F)(F)S(O[Si](C(C)(C)C)(C)C)(=O)=O, predict the reaction product. The product is: [NH:3]1[C:7]2[CH:8]=[CH:9][CH:10]=[CH:11][C:6]=2[N:5]=[C:4]1[C@H:12]([NH:22][C:23]([NH:24][C@@H:25]1[CH2:30][CH2:29][CH2:28][NH:27][CH2:26]1)=[O:38])[CH2:13][C:14]1[CH:15]=[CH:16][C:17]([O:20][CH3:21])=[CH:18][CH:19]=1. (2) The product is: [CH:12]([C:8]1([OH:11])[CH2:7][CH2:6][C:5]2([O:4][CH2:3][CH2:2][O:1]2)[CH2:10][CH2:9]1)([CH3:14])[CH3:13]. Given the reactants [O:1]1[C:5]2([CH2:10][CH2:9][C:8](=[O:11])[CH2:7][CH2:6]2)[O:4][CH2:3][CH2:2]1.[CH:12]([Mg]Cl)([CH3:14])[CH3:13], predict the reaction product. (3) Given the reactants [CH3:1][C:2]1[C:7]([NH:8][C:9]([C:11]2[S:15][C:14]([NH:16][C:17]3[CH:18]=[C:19]([N:24]4[CH2:29][CH2:28][N:27]([CH2:30][CH2:31][OH:32])[CH2:26][CH2:25]4)[N:20]=[C:21]([CH3:23])[N:22]=3)=[N:13][CH:12]=2)=[O:10])=[C:6]([Cl:33])[CH:5]=[CH:4][CH:3]=1.C([O-])(C)C, predict the reaction product. The product is: [CH3:1][C:2]1[C:7]([NH:8][C:9]([C:11]2[S:15][C:14]([NH:16][C:17]3[CH:18]=[C:19]([N:24]4[CH2:29][CH2:28][N:27]([CH2:30][CH2:31][OH:32])[CH2:26][CH2:25]4)[N:20]=[C:21]([CH3:23])[N:22]=3)=[N:13][CH:12]=2)=[O:10])=[C:6]([Cl:33])[CH:5]=[CH:4][CH:3]=1. (4) Given the reactants [Br:1][C:2]1[C:3](Cl)=[C:4]2[C:10]([C:11]3[CH:16]=[CH:15][CH:14]=[CH:13][C:12]=3[CH2:17][CH2:18][OH:19])=[CH:9][N:8](COCC[Si](C)(C)C)[C:5]2=[N:6][CH:7]=1.[H-].[Na+], predict the reaction product. The product is: [Br:1][C:2]1[CH:7]=[N:6][C:5]2[NH:8][CH:9]=[C:10]3[C:11]4[CH:16]=[CH:15][CH:14]=[CH:13][CH2:12][CH2:17][C:18]=4[O:19][C:3]=1[C:4]=23. (5) Given the reactants [NH:1]1[CH2:6][CH2:5][CH2:4][CH2:3][CH2:2]1.C(=O)([O-])[O-].[Cs+].[Cs+].[CH2:13]([O:20][C:21]1[CH:48]=[C:47](I)[CH:46]=[CH:45][C:22]=1[C:23]([NH:25][C:26]1[CH:38]=[C:37]([C:39]2[CH:44]=[CH:43][CH:42]=[CH:41][CH:40]=2)[CH:36]=[CH:35][C:27]=1[C:28]([O:30][C:31]([CH3:34])([CH3:33])[CH3:32])=[O:29])=[O:24])[C:14]1[CH:19]=[CH:18][CH:17]=[CH:16][CH:15]=1.C(O)(=O)CC(CC(O)=O)(C(O)=O)O, predict the reaction product. The product is: [CH2:13]([O:20][C:21]1[CH:48]=[C:47]([N:1]2[CH2:6][CH2:5][CH2:4][CH2:3][CH2:2]2)[CH:46]=[CH:45][C:22]=1[C:23]([NH:25][C:26]1[CH:38]=[C:37]([C:39]2[CH:44]=[CH:43][CH:42]=[CH:41][CH:40]=2)[CH:36]=[CH:35][C:27]=1[C:28]([O:30][C:31]([CH3:34])([CH3:33])[CH3:32])=[O:29])=[O:24])[C:14]1[CH:15]=[CH:16][CH:17]=[CH:18][CH:19]=1. (6) Given the reactants [NH2:1][C:2]1[CH:7]=[CH:6][C:5]([OH:8])=[CH:4][CH:3]=1.[N:9]([CH:12]([CH3:23])C(ON1C(=O)CCC1=O)=O)=[N+:10]=[N-:11].[C:24](#N)C.[OH2:27], predict the reaction product. The product is: [N:9]([CH2:12][CH2:23][C:24]([NH:1][C:2]1[CH:7]=[CH:6][C:5]([OH:8])=[CH:4][CH:3]=1)=[O:27])=[N+:10]=[N-:11].